This data is from Forward reaction prediction with 1.9M reactions from USPTO patents (1976-2016). The task is: Predict the product of the given reaction. (1) Given the reactants [CH2:1]([O:8][C:9]1[CH:14]=[C:13]([F:15])[CH:12]=[CH:11][C:10]=1[C:16]1[C:21]([F:22])=[CH:20][N:19]=[C:18](Cl)[N:17]=1)[C:2]1[CH:7]=[CH:6][CH:5]=[CH:4][CH:3]=1.[CH:24]1([S:30]([CH2:33][C:34]2[CH:35]=[C:36]([CH:38]=[CH:39][CH:40]=2)[NH2:37])(=[O:32])=[O:31])[CH2:29][CH2:28][CH2:27][CH2:26][CH2:25]1, predict the reaction product. The product is: [CH2:1]([O:8][C:9]1[CH:14]=[C:13]([F:15])[CH:12]=[CH:11][C:10]=1[C:16]1[C:21]([F:22])=[CH:20][N:19]=[C:18]([NH:37][C:36]2[CH:38]=[CH:39][CH:40]=[C:34]([CH2:33][S:30]([CH:24]3[CH2:25][CH2:26][CH2:27][CH2:28][CH2:29]3)(=[O:32])=[O:31])[CH:35]=2)[N:17]=1)[C:2]1[CH:7]=[CH:6][CH:5]=[CH:4][CH:3]=1. (2) The product is: [F:1][C:2]1[CH:7]=[CH:6][C:5]([CH:8]([C:21]2[CH:26]=[CH:25][C:24]([F:27])=[CH:23][CH:22]=2)[CH2:9][CH2:10][NH:11][C:12](=[O:20])[C:13]2[CH:18]=[CH:17][N:16]=[C:15]([N:32]3[CH2:33][CH2:34][N:29]([CH3:28])[CH2:30][CH2:31]3)[CH:14]=2)=[CH:4][CH:3]=1. Given the reactants [F:1][C:2]1[CH:7]=[CH:6][C:5]([CH:8]([C:21]2[CH:26]=[CH:25][C:24]([F:27])=[CH:23][CH:22]=2)[CH2:9][CH2:10][NH:11][C:12](=[O:20])[C:13]2[CH:18]=[CH:17][N:16]=[C:15](F)[CH:14]=2)=[CH:4][CH:3]=1.[CH3:28][N:29]1[CH2:34][CH2:33][NH:32][CH2:31][CH2:30]1, predict the reaction product.